This data is from Forward reaction prediction with 1.9M reactions from USPTO patents (1976-2016). The task is: Predict the product of the given reaction. (1) Given the reactants [NH2:1][C:2]1[C:7]2[CH2:8][N:9]([CH:12]([C:14]3[CH:15]=[N:16][C:17]([O:21][CH2:22][C:23]([F:26])([F:25])[F:24])=[C:18]([CH3:20])[CH:19]=3)[CH3:13])[C:10](=[O:11])[C:6]=2[CH:5]=[CH:4][N:3]=1.N1C=CC=CC=1.[Cl:33][CH2:34][C:35](Cl)=[O:36], predict the reaction product. The product is: [Cl:33][CH2:34][C:35]([NH:1][C:2]1[C:7]2[CH2:8][N:9]([CH:12]([C:14]3[CH:15]=[N:16][C:17]([O:21][CH2:22][C:23]([F:25])([F:26])[F:24])=[C:18]([CH3:20])[CH:19]=3)[CH3:13])[C:10](=[O:11])[C:6]=2[CH:5]=[CH:4][N:3]=1)=[O:36]. (2) Given the reactants [C:1]([O:5][C:6]([N:8]1[CH2:12][C:11](=[CH2:13])[CH2:10][CH:9]1[C:14]([OH:16])=[O:15])=[O:7])([CH3:4])(C)C.Cl.O1CCOC[CH2:19]1.CCN(C(C)C)C(C)C.C(OC(Cl)=O)[C:34]1[CH:39]=[CH:38]C=[CH:36][CH:35]=1, predict the reaction product. The product is: [CH3:19][O:16][C:14]([CH:9]1[CH2:10][C:11](=[CH2:13])[CH2:12][N:8]1[C:6]([O:5][CH2:1][C:4]1[CH:38]=[CH:39][CH:34]=[CH:35][CH:36]=1)=[O:7])=[O:15]. (3) Given the reactants [NH:1]1[C:9]2[C:4](=[CH:5][CH:6]=[CH:7][CH:8]=2)[CH:3]=[N:2]1.[H-].[Na+].Cl[C:13]1[N:14]=[C:15]([N:32]2[CH2:37][CH2:36][O:35][CH2:34][CH2:33]2)[C:16]2[S:21][C:20]([CH2:22][N:23]3[CH2:28][CH2:27][CH:26]([N:29]([CH3:31])[CH3:30])[CH2:25][CH2:24]3)=[CH:19][C:17]=2[N:18]=1, predict the reaction product. The product is: [N:1]1([C:13]2[N:14]=[C:15]([N:32]3[CH2:33][CH2:34][O:35][CH2:36][CH2:37]3)[C:16]3[S:21][C:20]([CH2:22][N:23]4[CH2:24][CH2:25][CH:26]([N:29]([CH3:31])[CH3:30])[CH2:27][CH2:28]4)=[CH:19][C:17]=3[N:18]=2)[C:9]2[C:4](=[CH:5][CH:6]=[CH:7][CH:8]=2)[CH:3]=[N:2]1. (4) Given the reactants Cl.[CH:2]1([C:6]2[CH:11]=[CH:10][CH:9]=[CH:8][C:7]=2[O:12]COC)[CH2:5][CH2:4][CH2:3]1.CCOC(C)=O, predict the reaction product. The product is: [CH:2]1([C:6]2[CH:11]=[CH:10][CH:9]=[CH:8][C:7]=2[OH:12])[CH2:3][CH2:4][CH2:5]1. (5) Given the reactants C[O:2][C:3](=[O:43])[C@@H:4](OCC1C=CC=CC=1)[CH2:5][N:6](N=C=O)[C:7]([C@@H:9]1[CH2:14][CH2:13][CH2:12][N:11]([C:15](=[O:31])[CH2:16][CH2:17][CH:18]2[CH2:23][CH2:22][N:21]([C:24]([O:26][C:27]([CH3:30])([CH3:29])[CH3:28])=[O:25])[CH2:20][CH2:19]2)[CH2:10]1)=[O:8], predict the reaction product. The product is: [C:27]([O:26][C:24]([N:21]1[CH2:22][CH2:23][CH:18]([CH2:17][CH2:16][C:15]([N:11]2[CH2:12][CH2:13][CH2:14][C@@H:9]([C:7]([NH:6][CH2:5][C@H:4]([NH:6][C:7](=[O:8])[CH3:9])[C:3]([OH:2])=[O:43])=[O:8])[CH2:10]2)=[O:31])[CH2:19][CH2:20]1)=[O:25])([CH3:30])([CH3:29])[CH3:28]. (6) The product is: [F:33][C:34]1[C:35]([NH:40][C:22]2[CH:21]=[C:20]([C:18]3[N:19]=[C:14]([N:11]4[CH2:12][CH2:13][NH:8][CH2:9][CH2:10]4)[C:15]4[C:30]([O:31][CH3:32])=[CH:29][N:28]=[CH:27][C:16]=4[N:17]=3)[CH:25]=[CH:24][N:23]=2)=[N:36][CH:37]=[CH:38][CH:39]=1. Given the reactants C(OC([N:8]1[CH2:13][CH2:12][N:11]([C:14]2[C:15]3[C:30]([O:31][CH3:32])=[CH:29][N:28]=[CH:27][C:16]=3[N:17]=[C:18]([C:20]3[CH:25]=[CH:24][N:23]=[C:22](Cl)[CH:21]=3)[N:19]=2)[CH2:10][CH2:9]1)=O)(C)(C)C.[F:33][C:34]1[C:35]([NH2:40])=[N:36][CH:37]=[CH:38][CH:39]=1, predict the reaction product. (7) Given the reactants [C:1]([C:3]1[CH:4]=[C:5]([CH:9]=[CH:10][C:11]=1[O:12][CH:13]([CH3:15])[CH3:14])[C:6](Cl)=[O:7])#[N:2].O[NH:17][C:18](=[NH:37])[C:19]1[CH:27]=[CH:26][CH:25]=[C:24]2[C:20]=1[CH:21]=[N:22][N:23]2[CH2:28][C:29]([CH3:36])([CH3:35])[C:30]([O:32][CH2:33][CH3:34])=[O:31].C(N(CC)CC)C, predict the reaction product. The product is: [C:1]([C:3]1[CH:4]=[C:5]([C:6]2[O:7][N:17]=[C:18]([C:19]3[CH:27]=[CH:26][CH:25]=[C:24]4[C:20]=3[CH:21]=[N:22][N:23]4[CH2:28][C:29]([CH3:35])([CH3:36])[C:30]([O:32][CH2:33][CH3:34])=[O:31])[N:37]=2)[CH:9]=[CH:10][C:11]=1[O:12][CH:13]([CH3:15])[CH3:14])#[N:2]. (8) Given the reactants [CH2:1]([C@H:8]1[CH2:12][O:11][C:10]([CH3:14])([CH3:13])[N:9]1[C:15](=[O:35])[C:16]([C:18]1[CH:22]=[CH:21][N:20]([C:23]2[CH:28]=[CH:27][C:26]([C:29]3[CH:34]=[CH:33][CH:32]=[CH:31][CH:30]=3)=[CH:25][CH:24]=2)[CH:19]=1)=[O:17])[C:2]1[CH:7]=[CH:6][CH:5]=[CH:4][CH:3]=1.[BH4-].[Na+], predict the reaction product. The product is: [CH2:1]([C@H:8]1[CH2:12][O:11][C:10]([CH3:14])([CH3:13])[N:9]1[C:15](=[O:35])[CH:16]([C:18]1[CH:22]=[CH:21][N:20]([C:23]2[CH:24]=[CH:25][C:26]([C:29]3[CH:30]=[CH:31][CH:32]=[CH:33][CH:34]=3)=[CH:27][CH:28]=2)[CH:19]=1)[OH:17])[C:2]1[CH:7]=[CH:6][CH:5]=[CH:4][CH:3]=1. (9) Given the reactants [O:1]=[C:2]1[CH:11]=[CH:10][C:9]2[CH2:8][CH2:7][C:6](=[O:12])[N:5]3[CH2:13][C@@H:14]([CH2:15][N:16]4[CH2:20][CH2:19][C@@H:18]([CH2:21][NH:22][C:23](=[O:28])[C:24]([F:27])([F:26])[F:25])[CH2:17]4)[N:3]1[C:4]=23.C(C1C(=O)C(Cl)=C(Cl)C(=O)C=1C#N)#N.C([O-])([O-])=O.[K+].[K+], predict the reaction product. The product is: [O:12]=[C:6]1[CH:7]=[CH:8][C:9]2[CH:10]=[CH:11][C:2](=[O:1])[N:3]3[C@H:14]([CH2:15][N:16]4[CH2:20][CH2:19][C@@H:18]([CH2:21][NH:22][C:23](=[O:28])[C:24]([F:27])([F:26])[F:25])[CH2:17]4)[CH2:13][N:5]1[C:4]=23. (10) Given the reactants C1(OC([N:10]2[CH2:15][CH2:14][C:13]([C:19]3[CH:24]=[CH:23][CH:22]=[C:21]([O:25]C(C)C)[CH:20]=3)([CH2:16][CH2:17][CH3:18])[CH2:12][CH2:11]2)=O)C=CC=CC=1.Br.C(O)(=O)C, predict the reaction product. The product is: [OH:25][C:21]1[CH:20]=[C:19]([C:13]2([CH2:16][CH2:17][CH3:18])[CH2:14][CH2:15][NH:10][CH2:11][CH2:12]2)[CH:24]=[CH:23][CH:22]=1.